From a dataset of Reaction yield outcomes from USPTO patents with 853,638 reactions. Predict the reaction yield, written as a fraction of the theoretical maximum amount of product (1.0 means a 100% yield; for example, 0.34 means a 34% yield). (1) The reactants are Br[C:2]1[N:7]=[C:6]([C:8]([O:10][CH3:11])=[O:9])[CH:5]=[CH:4][C:3]=1[F:12].[F:13][C:14]1[C:15](B2OC(C)(C)C(C)(C)O2)=[C:16]([F:23])[C:17]2[O:21][CH2:20][CH2:19][C:18]=2[CH:22]=1. No catalyst specified. The product is [F:13][C:14]1[C:15]([C:2]2[N:7]=[C:6]([C:8]([O:10][CH3:11])=[O:9])[CH:5]=[CH:4][C:3]=2[F:12])=[C:16]([F:23])[C:17]2[O:21][CH2:20][CH2:19][C:18]=2[CH:22]=1. The yield is 0.900. (2) The reactants are C[O:2][C:3](=[O:12])[CH2:4][N:5]1[CH2:10][CH2:9][CH2:8][O:7][C:6]1=[O:11].[OH-].[Na+]. The catalyst is C1COCC1.O.CO. The product is [O:11]=[C:6]1[N:5]([CH2:4][C:3]([OH:12])=[O:2])[CH2:10][CH2:9][CH2:8][O:7]1. The yield is 0.990. (3) The reactants are C([O-])([O-])=O.[K+].[K+].[Cl:7][C:8]1[CH:15]=[C:14]([NH:16][C@H:17]2[CH2:21][CH2:20][NH:19][CH2:18]2)[CH:13]=[CH:12][C:9]=1[C:10]#[N:11].[F:22][C:23]([F:28])([F:27])[CH2:24][CH2:25]I.C([O-])(O)=O.[Na+]. The catalyst is CC#N. The product is [Cl:7][C:8]1[CH:15]=[C:14]([NH:16][C@H:17]2[CH2:21][CH2:20][N:19]([CH2:25][CH2:24][C:23]([F:28])([F:27])[F:22])[CH2:18]2)[CH:13]=[CH:12][C:9]=1[C:10]#[N:11]. The yield is 0.720. (4) The reactants are [OH:1][C:2]1[C:7]([OH:8])=[C:6]([OH:9])[CH:5]=[CH:4][C:3]=1[C:10](=[O:12])[CH3:11].Br[CH2:14][CH2:15]Br.C([O-])([O-])=O.[K+].[K+]. The catalyst is CN(C=O)C.O. The product is [OH:1][C:2]1[C:7]2[O:8][CH2:15][CH2:14][O:9][C:6]=2[CH:5]=[CH:4][C:3]=1[C:10](=[O:12])[CH3:11]. The yield is 0.330. (5) The reactants are [NH2:1][C:2]1[NH:3][C:4](=[O:22])[C:5]2[N:6]=[CH:7][N:8]([C@H:11]3[C@H:15]([OH:16])[C@H:14]([OH:17])[C@@H:13]([CH2:18][N:19]=[N+]=[N-])[O:12]3)[C:9]=2[N:10]=1.C1(P(C2C=CC=CC=2)C2C=CC=CC=2)C=CC=CC=1.O.N. The catalyst is N1C=CC=CC=1. The product is [NH2:1][C:2]1[NH:3][C:4](=[O:22])[C:5]2[N:6]=[CH:7][N:8]([C@H:11]3[C@H:15]([OH:16])[C@H:14]([OH:17])[C@@H:13]([CH2:18][NH2:19])[O:12]3)[C:9]=2[N:10]=1. The yield is 0.650. (6) The reactants are [Cl:1][C:2]1[CH:7]=[CH:6][C:5]([C@H:8]2[C@H:13]([OH:14])[C@@H:12]([OH:15])[C@H:11]([OH:16])[C@@H:10]([CH2:17][OH:18])[O:9]2)=[CH:4][C:3]=1[CH2:19][C:20]1[CH:25]=[CH:24][C:23]([OH:26])=[CH:22][CH:21]=1.C(=O)([O-])[O-].[Cs+].[Cs+].[Br:33][CH2:34][CH2:35][O:36][CH2:37][CH2:38]Br. The catalyst is CN(C)C=O.O. The product is [Br:33][CH2:34][CH2:35][O:36][CH2:37][CH2:38][O:26][C:23]1[CH:22]=[CH:21][C:20]([CH2:19][C:3]2[CH:4]=[C:5]([C@H:8]3[C@H:13]([OH:14])[C@@H:12]([OH:15])[C@H:11]([OH:16])[C@@H:10]([CH2:17][OH:18])[O:9]3)[CH:6]=[CH:7][C:2]=2[Cl:1])=[CH:25][CH:24]=1. The yield is 0.210.